Dataset: Forward reaction prediction with 1.9M reactions from USPTO patents (1976-2016). Task: Predict the product of the given reaction. (1) Given the reactants Br[C:2]1[CH:3]=[C:4]([CH3:21])[C:5]2[N:9]=[C:8]([CH3:10])[N:7]([CH2:11][C:12]3[CH:17]=[CH:16][C:15]([Cl:18])=[CH:14][C:13]=3[Cl:19])[C:6]=2[CH:20]=1.[CH3:22][O:23][C:24]1[CH:25]=[C:26](B(O)O)[CH:27]=[CH:28][CH:29]=1, predict the reaction product. The product is: [Cl:19][C:13]1[CH:14]=[C:15]([Cl:18])[CH:16]=[CH:17][C:12]=1[CH2:11][N:7]1[C:6]2[CH:20]=[C:2]([C:28]3[CH:27]=[CH:26][CH:25]=[C:24]([O:23][CH3:22])[CH:29]=3)[CH:3]=[C:4]([CH3:21])[C:5]=2[N:9]=[C:8]1[CH3:10]. (2) Given the reactants C(OC(N1CCC(N)(CN)CC1)=O)(C)(C)C.C(OC(N1CCC(N)(C#N)CC1)=O)(C)(C)C.[NH2:33][C:34]1([C:48]#[N:49])[CH2:39][CH2:38][N:37]([CH:40]([C:42]2[CH:47]=[CH:46][CH:45]=[CH:44][CH:43]=2)[CH3:41])[CH2:36][CH2:35]1, predict the reaction product. The product is: [NH2:49][CH2:48][C:34]1([NH2:33])[CH2:39][CH2:38][N:37]([CH:40]([C:42]2[CH:47]=[CH:46][CH:45]=[CH:44][CH:43]=2)[CH3:41])[CH2:36][CH2:35]1. (3) Given the reactants [F:1][C:2]1[CH:7]=[CH:6][C:5]([CH2:8][C:9]2[CH:18]=[C:17]3[C:12]([C:13]([OH:36])=[C:14]([C:31](OCC)=[O:32])[C:15](=[O:30])[N:16]3[CH2:19][CH2:20][CH2:21][N:22]3[CH2:28][CH2:27][CH2:26][CH2:25][CH2:24][C:23]3=[O:29])=[N:11][CH:10]=2)=[CH:4][CH:3]=1.[NH2:37][C@H:38]([CH3:41])[CH2:39][OH:40], predict the reaction product. The product is: [F:1][C:2]1[CH:7]=[CH:6][C:5]([CH2:8][C:9]2[CH:18]=[C:17]3[C:12]([C:13]([OH:36])=[C:14]([C:31]([NH:37][C@H:38]([CH3:41])[CH2:39][OH:40])=[O:32])[C:15](=[O:30])[N:16]3[CH2:19][CH2:20][CH2:21][N:22]3[CH2:28][CH2:27][CH2:26][CH2:25][CH2:24][C:23]3=[O:29])=[N:11][CH:10]=2)=[CH:4][CH:3]=1. (4) Given the reactants [Br:1][C:2]1[CH:7]=[C:6]([CH2:8][C:9]2[CH:14]=[CH:13][C:12]([CH2:15][CH3:16])=[CH:11][CH:10]=2)[C:5]([Cl:17])=[CH:4][C:3]=1[OH:18].CC(C)([O-])C.[K+].FC(F)(F)S(O[CH2:31][CH2:32][O:33][C:34]([F:37])([F:36])[F:35])(=O)=O.[NH4+].[Cl-], predict the reaction product. The product is: [Br:1][C:2]1[CH:7]=[C:6]([CH2:8][C:9]2[CH:14]=[CH:13][C:12]([CH2:15][CH3:16])=[CH:11][CH:10]=2)[C:5]([Cl:17])=[CH:4][C:3]=1[O:18][CH2:31][CH2:32][O:33][C:34]([F:37])([F:36])[F:35]. (5) Given the reactants [F:1][C:2]([F:17])([F:16])[C:3](=O)[C:4]([C:9]1[CH:14]=[CH:13][CH:12]=[CH:11][CH:10]=1)=[CH:5][C:6](O)=[O:7].O.[NH2:19][NH2:20], predict the reaction product. The product is: [C:9]1([C:4]2[C:3]([C:2]([F:17])([F:16])[F:1])=[N:20][NH:19][C:6](=[O:7])[CH:5]=2)[CH:14]=[CH:13][CH:12]=[CH:11][CH:10]=1. (6) Given the reactants [CH3:1][O:2][C@@:3]1([C:13]2[CH:18]=[CH:17][CH:16]=[CH:15][CH:14]=2)[CH2:8][CH2:7][CH2:6][CH2:5][C@H:4]1[CH2:9][N:10]([CH3:12])[CH3:11].[ClH:19], predict the reaction product. The product is: [ClH:19].[CH3:1][O:2][C@@:3]1([C:13]2[CH:14]=[CH:15][CH:16]=[CH:17][CH:18]=2)[CH2:8][CH2:7][CH2:6][CH2:5][C@H:4]1[CH2:9][N:10]([CH3:12])[CH3:11].[ClH:19]. (7) Given the reactants F[C:2]1[N:28]=[CH:27][CH:26]=[CH:25][C:3]=1[C:4]([NH:6][C:7]1[CH:12]=[CH:11][C:10]([C:13]([F:16])([F:15])[F:14])=[C:9]([O:17][CH2:18][CH:19]2[CH2:23][CH2:22][CH2:21][N:20]2[CH3:24])[CH:8]=1)=[O:5].C(O)(C(F)(F)F)=O.[NH2:36][C:37]1[CH:45]=[CH:44][CH:43]=[C:42]2[C:38]=1[CH2:39][NH:40][C:41]2=[O:46].Cl.[OH-].[Na+], predict the reaction product. The product is: [CH3:24][N:20]1[CH2:21][CH2:22][CH2:23][C@@H:19]1[CH2:18][O:17][C:9]1[CH:8]=[C:7]([NH:6][C:4]([C:3]2[C:2]([NH:36][C:37]3[CH:45]=[CH:44][CH:43]=[C:42]4[C:38]=3[CH2:39][NH:40][C:41]4=[O:46])=[N:28][CH:27]=[CH:26][CH:25]=2)=[O:5])[CH:12]=[CH:11][C:10]=1[C:13]([F:16])([F:15])[F:14]. (8) Given the reactants [C:1]([C:5]1[CH:6]=[C:7]2[C:12](=[C:13]([F:15])[CH:14]=1)[C:11](=[O:16])[N:10]([C:17]1[N:24]=[CH:23][CH:22]=[C:21]([Cl:25])[C:18]=1[CH:19]=[O:20])[N:9]=[CH:8]2)([CH3:4])([CH3:3])[CH3:2].[BH4-].[Na+], predict the reaction product. The product is: [C:1]([C:5]1[CH:6]=[C:7]2[C:12](=[C:13]([F:15])[CH:14]=1)[C:11](=[O:16])[N:10]([C:17]1[C:18]([CH2:19][OH:20])=[C:21]([Cl:25])[CH:22]=[CH:23][N:24]=1)[N:9]=[CH:8]2)([CH3:4])([CH3:2])[CH3:3]. (9) Given the reactants [CH3:1][C:2]1[C:6]([C:7]2[CH:16]=[C:15]3[C:10]([C:11]([NH:20][C@@H:21]([C:23]4[CH:28]=[CH:27][CH:26]=[CH:25][N:24]=4)[CH3:22])=[C:12]([N+:17]([O-])=O)[CH:13]=[N:14]3)=[CH:9][C:8]=2[O:29][CH3:30])=[C:5]([CH3:31])[O:4][N:3]=1.[Sn](Cl)Cl.[OH-].[Na+].O, predict the reaction product. The product is: [CH3:1][C:2]1[C:6]([C:7]2[CH:16]=[C:15]3[C:10]([C:11]([NH:20][C@@H:21]([C:23]4[CH:28]=[CH:27][CH:26]=[CH:25][N:24]=4)[CH3:22])=[C:12]([NH2:17])[CH:13]=[N:14]3)=[CH:9][C:8]=2[O:29][CH3:30])=[C:5]([CH3:31])[O:4][N:3]=1.